This data is from Peptide-MHC class II binding affinity with 134,281 pairs from IEDB. The task is: Regression. Given a peptide amino acid sequence and an MHC pseudo amino acid sequence, predict their binding affinity value. This is MHC class II binding data. (1) The peptide sequence is LSPREEPDDIDCWCY. The MHC is HLA-DQA10501-DQB10302 with pseudo-sequence HLA-DQA10501-DQB10302. The binding affinity (normalized) is 0. (2) The peptide sequence is KIYLYENMNINNLTATLGAD. The MHC is DRB1_0401 with pseudo-sequence DRB1_0401. The binding affinity (normalized) is 1.00.